Dataset: Catalyst prediction with 721,799 reactions and 888 catalyst types from USPTO. Task: Predict which catalyst facilitates the given reaction. (1) Reactant: [Cl:1][C:2]1[CH:7]=[CH:6][C:5]([C:8]2[CH:13]=[CH:12][C:11]([C:14](=[N:20][OH:21])[CH2:15][CH2:16][C:17]([OH:19])=O)=[CH:10][CH:9]=2)=[CH:4][CH:3]=1.O.CC1C=CC(S(O)(=O)=O)=CC=1. The catalyst class is: 451. Product: [Cl:1][C:2]1[CH:3]=[CH:4][C:5]([C:8]2[CH:9]=[CH:10][C:11]([C:14]3[CH2:15][CH2:16][C:17](=[O:19])[O:21][N:20]=3)=[CH:12][CH:13]=2)=[CH:6][CH:7]=1. (2) Reactant: [CH3:1][N:2]1[CH:6]=[C:5]([C:7](=O)[CH2:8][C:9]2[CH:14]=[CH:13][CH:12]=[CH:11][CH:10]=2)[CH:4]=[N:3]1.[N:16]1[NH:17][N:18]=[N:19][C:20]=1[C:21]1[CH:28]=[CH:27][C:24]([CH:25]=O)=[CH:23][CH:22]=1.[CH3:29][C:30]1(C)[O:37]C(=O)CC(=O)O1.C([O-])(C)=O.[NH4+:43]. Product: [N:16]1[NH:17][N:18]=[N:19][C:20]=1[C:21]1[CH:28]=[CH:27][C:24]([CH:25]2[C:8]([C:9]3[CH:14]=[CH:13][CH:12]=[CH:11][CH:10]=3)=[C:7]([C:5]3[CH:4]=[N:3][N:2]([CH3:1])[CH:6]=3)[NH:43][C:30](=[O:37])[CH2:29]2)=[CH:23][CH:22]=1. The catalyst class is: 52. (3) Reactant: [H-].[Na+].[F:3][C:4]1[CH:9]=[CH:8][CH:7]=[CH:6][C:5]=1[C:10]1[N:14]2[NH:15][C:16](=[O:24])[C:17]([CH:19]3[CH2:22][C:21](=[O:23])[CH2:20]3)=[CH:18][C:13]2=[N:12][N:11]=1.Cl.Cl[CH2:27][C:28]1[N:32]([CH3:33])[N:31]=[CH:30][N:29]=1. Product: [F:3][C:4]1[CH:9]=[CH:8][CH:7]=[CH:6][C:5]=1[C:10]1[N:14]2[N:15]=[C:16]([O:24][CH2:27][C:28]3[N:32]([CH3:33])[N:31]=[CH:30][N:29]=3)[C:17]([CH:19]3[CH2:20][C:21](=[O:23])[CH2:22]3)=[CH:18][C:13]2=[N:12][N:11]=1. The catalyst class is: 9. (4) Reactant: Cl[C:2]1[CH:7]=[CH:6][C:5]([N+:8]([O-:10])=[O:9])=[CH:4][CH:3]=1.[CH2:11]([N:13]([CH2:17][CH3:18])[CH2:14][CH2:15][OH:16])[CH3:12].[H-].[Na+].O. Product: [CH2:11]([N:13]([CH2:17][CH3:18])[CH2:14][CH2:15][O:16][C:2]1[CH:7]=[CH:6][C:5]([N+:8]([O-:10])=[O:9])=[CH:4][CH:3]=1)[CH3:12]. The catalyst class is: 3. (5) Reactant: [N:1]1([C:6]2[CH:7]=[N:8][CH:9]=[C:10]([CH:15]=2)[C:11]([O:13]C)=[O:12])[CH:5]=[N:4][N:3]=[N:2]1.[OH-].[Li+]. Product: [N:1]1([C:6]2[CH:7]=[N:8][CH:9]=[C:10]([CH:15]=2)[C:11]([OH:13])=[O:12])[CH:5]=[N:4][N:3]=[N:2]1. The catalyst class is: 20. (6) Reactant: [C:1]([NH2:9])(=[O:8])[C:2]1[CH:7]=[CH:6][CH:5]=[CH:4][CH:3]=1.C([O-])([O-])=O.[K+].[K+].[C@@H]1(N)CCCC[C@H]1N.Cl[C:25]1[CH:30]=[CH:29][C:28]([CH3:31])=[CH:27][CH:26]=1. Product: [CH3:31][C:28]1[CH:29]=[CH:30][C:25]([NH:9][C:1](=[O:8])[C:2]2[CH:7]=[CH:6][CH:5]=[CH:4][CH:3]=2)=[CH:26][CH:27]=1. The catalyst class is: 205. (7) Reactant: [CH3:1][O:2][C:3](=[O:23])/[C:4](/[CH2:13][C:14]1[CH:19]=[CH:18][C:17]([C:20](O)=[O:21])=[CH:16][CH:15]=1)=[C:5](/[CH:10]([CH3:12])[CH3:11])\[C:6]([O:8][CH3:9])=[O:7].ON1C2C=CC=CC=2N=N1.Cl.C(N=C=NCCCN(C)C)C.Cl.[C:47]([O:50][CH:51]1[CH2:56][CH2:55][NH:54][CH2:53][CH2:52]1)(=[O:49])[CH3:48].C(N(CC)CC)C. Product: [CH3:1][O:2][C:3](=[O:23])/[C:4](/[CH2:13][C:14]1[CH:19]=[CH:18][C:17]([C:20]([N:54]2[CH2:55][CH2:56][CH:51]([O:50][C:47](=[O:49])[CH3:48])[CH2:52][CH2:53]2)=[O:21])=[CH:16][CH:15]=1)=[C:5](/[CH:10]([CH3:11])[CH3:12])\[C:6]([O:8][CH3:9])=[O:7]. The catalyst class is: 46.